Dataset: NCI-60 drug combinations with 297,098 pairs across 59 cell lines. Task: Regression. Given two drug SMILES strings and cell line genomic features, predict the synergy score measuring deviation from expected non-interaction effect. (1) Cell line: HS 578T. Drug 2: C1CC(=O)NC(=O)C1N2C(=O)C3=CC=CC=C3C2=O. Drug 1: CCCCC(=O)OCC(=O)C1(CC(C2=C(C1)C(=C3C(=C2O)C(=O)C4=C(C3=O)C=CC=C4OC)O)OC5CC(C(C(O5)C)O)NC(=O)C(F)(F)F)O. Synergy scores: CSS=40.0, Synergy_ZIP=2.23, Synergy_Bliss=1.56, Synergy_Loewe=-20.1, Synergy_HSA=0.215. (2) Drug 1: CC1=C(C(=CC=C1)Cl)NC(=O)C2=CN=C(S2)NC3=CC(=NC(=N3)C)N4CCN(CC4)CCO. Drug 2: C1=NC2=C(N1)C(=S)N=CN2. Cell line: U251. Synergy scores: CSS=-10.6, Synergy_ZIP=22.9, Synergy_Bliss=32.9, Synergy_Loewe=-4.35, Synergy_HSA=-0.00111. (3) Drug 1: C1=CC(=CC=C1C#N)C(C2=CC=C(C=C2)C#N)N3C=NC=N3. Drug 2: CC1=C2C(C(=O)C3(C(CC4C(C3C(C(C2(C)C)(CC1OC(=O)C(C(C5=CC=CC=C5)NC(=O)OC(C)(C)C)O)O)OC(=O)C6=CC=CC=C6)(CO4)OC(=O)C)O)C)O. Cell line: SF-539. Synergy scores: CSS=5.05, Synergy_ZIP=-0.428, Synergy_Bliss=4.73, Synergy_Loewe=-0.187, Synergy_HSA=2.19. (4) Drug 1: CC1CCC2CC(C(=CC=CC=CC(CC(C(=O)C(C(C(=CC(C(=O)CC(OC(=O)C3CCCCN3C(=O)C(=O)C1(O2)O)C(C)CC4CCC(C(C4)OC)O)C)C)O)OC)C)C)C)OC. Drug 2: CC(C)NC(=O)C1=CC=C(C=C1)CNNC.Cl. Cell line: UO-31. Synergy scores: CSS=13.2, Synergy_ZIP=-4.12, Synergy_Bliss=5.48, Synergy_Loewe=5.08, Synergy_HSA=5.51.